From a dataset of Full USPTO retrosynthesis dataset with 1.9M reactions from patents (1976-2016). Predict the reactants needed to synthesize the given product. (1) Given the product [ClH:32].[CH3:29][C:23]1[CH:22]=[CH:21][CH:20]=[C:19]2[C:24]=1[C:25]1[CH2:26][O:27][CH:14]([CH:11]3[CH2:12][CH2:13][NH:8][CH2:9][CH2:10]3)[CH2:15][C:16]=1[NH:17][C:18]2=[O:28], predict the reactants needed to synthesize it. The reactants are: C(OC([N:8]1[CH2:13][CH2:12][CH:11]([CH:14]2[O:27][CH2:26][C:25]3[C:24]4[C:19](=[CH:20][CH:21]=[CH:22][CH:23]=4)[C:18](=[O:28])[NH:17][C:16]=3[CH2:15]2)[CH2:10][CH2:9]1)=O)(C)(C)C.[C:29]([Cl:32])(=O)C. (2) Given the product [CH3:42][CH:43]([CH3:48])[CH2:44][C:45]([NH:1][C:2]1[CH:7]=[CH:6][N:5]([CH2:8][CH2:9][CH2:10][CH2:11][N:12]2[CH:16]=[C:15]([C:17]([NH:19][CH2:20][C:21]3[CH:26]=[CH:25][CH:24]=[C:23]([O:27][C:28]([F:30])([F:31])[F:29])[CH:22]=3)=[O:18])[N:14]=[N:13]2)[C:4](=[O:32])[CH:3]=1)=[O:46], predict the reactants needed to synthesize it. The reactants are: [NH2:1][C:2]1[CH:7]=[CH:6][N:5]([CH2:8][CH2:9][CH2:10][CH2:11][N:12]2[CH:16]=[C:15]([C:17]([NH:19][CH2:20][C:21]3[CH:26]=[CH:25][CH:24]=[C:23]([O:27][C:28]([F:31])([F:30])[F:29])[CH:22]=3)=[O:18])[N:14]=[N:13]2)[C:4](=[O:32])[CH:3]=1.CCN(C(C)C)C(C)C.[CH3:42][CH:43]([CH3:48])[CH2:44][C:45](Cl)=[O:46].[OH-].[Na+]. (3) Given the product [CH2:1]([O:3][C:4]([C:6]1[CH:7]=[C:8]2[C:12](=[CH:13][CH:14]=1)[NH:11][C:10]([C:15]([OH:17])=[O:16])=[CH:9]2)=[O:5])[CH3:2], predict the reactants needed to synthesize it. The reactants are: [CH2:1]([O:3][C:4]([C:6]1[CH:7]=[C:8]2[C:12](=[CH:13][CH:14]=1)[NH:11][C:10]([C:15]([O:17]CC1C=CC=CC=1)=[O:16])=[CH:9]2)=[O:5])[CH3:2]. (4) Given the product [Br:1][C:2]1[C:23]([C:24]([OH:26])=[O:25])=[C:5]2[CH:6]=[C:7]([C:10](=[O:22])[N:11]([CH2:12][CH2:13][CH:14]([CH3:15])[CH3:16])[CH2:17][CH2:18][CH:19]([CH3:20])[CH3:21])[CH:8]=[CH:9][N:4]2[N:3]=1, predict the reactants needed to synthesize it. The reactants are: [Br:1][C:2]1[C:23]([C:24]([O:26]C)=[O:25])=[C:5]2[CH:6]=[C:7]([C:10](=[O:22])[N:11]([CH2:17][CH2:18][CH:19]([CH3:21])[CH3:20])[CH2:12][CH2:13][CH:14]([CH3:16])[CH3:15])[CH:8]=[CH:9][N:4]2[N:3]=1.[Li+].[OH-].